From a dataset of Reaction yield outcomes from USPTO patents with 853,638 reactions. Predict the reaction yield, written as a fraction of the theoretical maximum amount of product (1.0 means a 100% yield; for example, 0.34 means a 34% yield). (1) The reactants are [OH:1][C:2]1[CH:9]=[CH:8][C:7]([C:10]([F:13])([F:12])[F:11])=[CH:6][C:3]=1[CH:4]=[O:5].[CH2:14](Br)[C:15]1[CH:20]=[CH:19][CH:18]=[CH:17][CH:16]=1.C(=O)([O-])[O-].[K+].[K+]. The catalyst is CN(C=O)C.CCOC(C)=O. The product is [CH2:14]([O:1][C:2]1[CH:9]=[CH:8][C:7]([C:10]([F:11])([F:12])[F:13])=[CH:6][C:3]=1[CH:4]=[O:5])[C:15]1[CH:20]=[CH:19][CH:18]=[CH:17][CH:16]=1. The yield is 0.190. (2) The reactants are C(=O)([O-])[O-].[K+].[K+].Cl[CH2:8][C:9]1[CH:26]=[CH:25][CH:24]=[CH:23][C:10]=1[CH2:11][N:12]1[C:20](=[O:21])[C:19]2[C:14](=[CH:15][CH:16]=[CH:17][CH:18]=2)[C:13]1=[O:22].[Cl:27][C:28]1[CH:29]=[C:30]([CH:42]=[CH:43][C:44]=1[O:45][CH3:46])[CH2:31][N:32]1[C:37]([CH3:38])=[CH:36][C:35]([OH:39])=[C:34]([I:40])[C:33]1=[O:41]. The catalyst is CN(C=O)C. The product is [Cl:27][C:28]1[CH:29]=[C:30]([CH:42]=[CH:43][C:44]=1[O:45][CH3:46])[CH2:31][N:32]1[C:37]([CH3:38])=[CH:36][C:35]([O:39][CH2:8][C:9]2[CH:26]=[CH:25][CH:24]=[CH:23][C:10]=2[CH2:11][N:12]2[C:20](=[O:21])[C:19]3[C:14](=[CH:15][CH:16]=[CH:17][CH:18]=3)[C:13]2=[O:22])=[C:34]([I:40])[C:33]1=[O:41]. The yield is 0.430.